The task is: Predict the reaction yield, written as a fraction of the theoretical maximum amount of product (1.0 means a 100% yield; for example, 0.34 means a 34% yield).. This data is from Reaction yield outcomes from USPTO patents with 853,638 reactions. (1) The reactants are [NH:1]1[CH:6]=[CH:5][CH2:4][CH2:3][CH2:2]1.[PH:7](=[O:14])([O:11][CH2:12][CH3:13])[O:8][CH2:9][CH3:10].C(=O)([O-])N.[O-]S(C(F)(F)F)(=O)=O. No catalyst specified. The product is [NH:1]1[CH:2]=[CH:3][CH2:4][CH2:5][CH2:6]1.[PH:7](=[O:14])([O:11][CH2:12][C:13]1[CH:6]=[CH:5][CH:4]=[CH:3][CH:2]=1)[O:8][CH2:9][C:10]1[CH:6]=[CH:5][CH:4]=[CH:3][CH:2]=1. The yield is 0.590. (2) The reactants are [CH2:1]([OH:4])[C:2]#[CH:3].I[C:6]1[CH:15]=[CH:14][C:13]2[C:8](=[CH:9][CH:10]=[CH:11][CH:12]=2)[CH:7]=1.C(N(CC)CC)C. The catalyst is O1CCCC1.C1C=CC(P(C2C=CC=CC=2)C2C=CC=CC=2)=CC=1.C1C=CC(P(C2C=CC=CC=2)C2C=CC=CC=2)=CC=1.Cl[Pd]Cl.[Cu](I)I. The product is [CH:12]1[C:13]2[C:8](=[CH:7][CH:6]=[CH:15][CH:14]=2)[CH:9]=[CH:10][C:11]=1[C:3]#[C:2][CH2:1][OH:4]. The yield is 0.110. (3) The yield is 0.840. The catalyst is CO. The reactants are [Cl:1][C:2]1[CH:7]=[CH:6][N:5]=[C:4]([N:8]2[CH2:19][CH2:18][C:17]3[C:16]4[CH2:15][C:14]([CH3:21])([CH3:20])[CH2:13][C:12]=4[S:11][C:10]=3[C:9]2=[O:22])[C:3]=1[CH:23]=[O:24].[BH4-].[Na+]. The product is [Cl:1][C:2]1[CH:7]=[CH:6][N:5]=[C:4]([N:8]2[CH2:19][CH2:18][C:17]3[C:16]4[CH2:15][C:14]([CH3:20])([CH3:21])[CH2:13][C:12]=4[S:11][C:10]=3[C:9]2=[O:22])[C:3]=1[CH2:23][OH:24]. (4) The reactants are [CH3:1][O:2][C:3](=[O:25])[CH2:4][C:5]1[C:6]([C:18]2[CH:23]=[CH:22][C:21]([CH3:24])=[CH:20][CH:19]=2)=[C:7]2[C:14]3[CH2:15][CH2:16][CH2:17][C:13]=3[S:12][C:8]2=[N:9][C:10]=1[CH3:11].[Li+].C[Si]([N-][Si](C)(C)C)(C)C.[CH2:36]1[CH2:40]OC[CH2:37]1.ICCC. The catalyst is CN(C=O)C. The product is [CH3:11][C:10]1[N:9]=[C:8]2[S:12][C:13]3[CH2:17][CH2:16][CH2:15][C:14]=3[C:7]2=[C:6]([C:18]2[CH:19]=[CH:20][C:21]([CH3:24])=[CH:22][CH:23]=2)[C:5]=1[CH:4]([CH2:37][CH2:36][CH3:40])[C:3]([O:2][CH3:1])=[O:25]. The yield is 0.590. (5) The reactants are Cl[C:2]1[CH:7]=[C:6]([CH3:8])[CH:5]=[CH:4][C:3]=1[N+:9]([O-])=O.[NH:12]1[CH2:16][CH2:15][CH2:14][C:13]1=O.CNCCN. No catalyst specified. The product is [CH3:8][C:6]1[CH:5]=[CH:4][C:3]2[N:9]=[C:13]3[CH2:14][CH2:15][CH2:16][N:12]3[C:2]=2[CH:7]=1. The yield is 0.840. (6) The yield is 0.450. The product is [CH3:16][CH2:15][CH2:14][CH2:13][CH2:12][CH2:11][CH2:10][CH2:9][CH2:8][CH2:7][CH2:6][CH2:5][CH2:4][CH2:3][CH2:2][C:1]([O:18][CH2:19][C@@H:20]([OH:21])[CH2:23][O:24][P:25]([O:28][CH2:29][CH2:30][N+:31]([CH3:32])([CH3:34])[CH3:33])([O-:27])=[O:26])=[O:17].[CH3:35][CH2:36][C:37]1[C:38]([CH3:74])=[C:39]2[NH:56][C:55]=1[CH:54]=[C:53]1[C:57]([CH3:62])=[C:58]3[C:59]([CH2:61][C:50]([C:51]3=[N:52]1)=[C:49]1[C@@H:63]([CH2:66][CH2:67][C:68]([OH:70])=[O:69])[C@H:64]([CH3:65])[C:47]([NH:48]1)=[CH:46][C:44]1=[N:45][C:41]([C:42]([CH:72]=[CH2:73])=[C:43]1[CH3:71])=[CH:40]2)=[O:60]. The reactants are [C:1]([O:18][CH2:19][C@H:20]([CH2:23][O:24][P:25]([O:28][CH2:29][CH2:30][N+:31]([CH3:34])([CH3:33])[CH3:32])([OH:27])=[O:26])[O:21]O)(=[O:17])[CH2:2][CH2:3][CH2:4][CH2:5][CH2:6][CH2:7][CH2:8][CH2:9][CH2:10][CH2:11][CH2:12][CH2:13][CH2:14][CH2:15][CH3:16].[CH3:35][CH2:36][C:37]1[C:55]2=[N:56][C:39](=[CH:40][C:41]3[NH:45][C:44]([CH:46]=[C:47]4[C@@H:64]([CH3:65])[C@H:63]([CH2:66][CH2:67][C:68]([OH:70])=[O:69])[C:49]([C:50]5[CH2:61][C:59](=[O:60])[C:58]6[C:51]=5[NH:52][C:53]([C:57]=6[CH3:62])=[CH:54]2)=[N:48]4)=[C:43]([CH3:71])[C:42]=3[CH:72]=[CH2:73])[C:38]=1[CH3:74].C(Cl)CCl. The catalyst is ClCCl.CN(C1C=CN=CC=1)C.CCN(C(C)C)C(C)C. (7) The reactants are [CH3:1][C:2]1[C:10]2[C:9](=[O:11])[CH2:8][C:7](C)(C)[CH2:6][C:5]=2[NH:4][CH:3]=1.[H-].[Na+].[CH3:16][O:17][C:18](=[O:27])[C:19]1[CH:24]=[CH:23][C:22]([CH2:25]Br)=[CH:21][CH:20]=1.[CH3:28]N(C=O)C. No catalyst specified. The product is [CH3:28][C:3]1[N:4]([CH2:25][C:22]2[CH:23]=[CH:24][C:19]([C:18]([O:17][CH3:16])=[O:27])=[CH:20][CH:21]=2)[C:5]2[CH2:6][CH2:7][CH2:8][C:9](=[O:11])[C:10]=2[C:2]=1[CH3:1]. The yield is 0.510. (8) The product is [CH:1]1([CH2:4][O:5][C:6]2[N:11]=[C:10]([C:12]([NH:14][C:15]3([CH2:19][C:20]([OH:22])=[O:21])[CH2:16][S:17][CH2:18]3)=[O:13])[CH:9]=[CH:8][C:7]=2[C:24]2([OH:28])[CH2:25][CH2:26][CH2:27]2)[CH2:3][CH2:2]1. The yield is 0.780. The reactants are [CH:1]1([CH2:4][O:5][C:6]2[N:11]=[C:10]([C:12]([NH:14][C:15]3([CH2:19][C:20]([O:22]C)=[O:21])[CH2:18][S:17][CH2:16]3)=[O:13])[CH:9]=[CH:8][C:7]=2[C:24]2([OH:28])[CH2:27][CH2:26][CH2:25]2)[CH2:3][CH2:2]1.O.[OH-].[Li+]. No catalyst specified. (9) The reactants are O[C:2]1[C:3]2[CH2:15][CH2:14][N:13]([C:16]([O:18][C:19]([CH3:22])([CH3:21])[CH3:20])=[O:17])[CH2:12][C:4]=2[N:5]=[C:6]([C:8]([F:11])([F:10])[F:9])[N:7]=1.C1(P(C2C=CC=CC=2)C2C=CC=CC=2)C=CC=CC=1.C(Cl)(Cl)(Cl)[Cl:43]. The catalyst is ClC(Cl)C. The product is [Cl:43][C:2]1[C:3]2[CH2:15][CH2:14][N:13]([C:16]([O:18][C:19]([CH3:22])([CH3:21])[CH3:20])=[O:17])[CH2:12][C:4]=2[N:5]=[C:6]([C:8]([F:11])([F:10])[F:9])[N:7]=1. The yield is 0.860. (10) The reactants are [ClH:1].[CH2:2]([C:5]1[N:6]=[C:7]([NH2:10])[NH:8][CH:9]=1)[C:3]#[CH:4].[N:11]([CH2:14][C:15]1[CH:19]=[CH:18][O:17][CH:16]=1)=[N+:12]=[N-:13]. No catalyst specified. The product is [ClH:1].[O:17]1[CH:18]=[CH:19][C:15]([CH2:14][N:11]2[CH:4]=[C:3]([CH2:2][C:5]3[N:6]=[C:7]([NH2:10])[NH:8][CH:9]=3)[N:13]=[N:12]2)=[CH:16]1. The yield is 0.430.